This data is from Forward reaction prediction with 1.9M reactions from USPTO patents (1976-2016). The task is: Predict the product of the given reaction. (1) Given the reactants [OH:1][C@H:2]([CH3:6])[C:3](N)=O.F[B-](F)(F)F.C([O+](CC)CC)C.[F:19][C:20]([F:41])([F:40])[CH2:21][NH:22][C@H:23]1[CH2:28][CH2:27][C@H:26]([NH:29][C:30]2[C:35]([NH2:36])=[CH:34][N:33]=[C:32]3[CH:37]=[CH:38][S:39][C:31]=23)[CH2:25][CH2:24]1, predict the reaction product. The product is: [F:41][C:20]([F:19])([F:40])[CH2:21][NH:22][C@H:23]1[CH2:24][CH2:25][C@H:26]([N:29]2[C:30]3=[C:31]4[S:39][CH:38]=[CH:37][C:32]4=[N:33][CH:34]=[C:35]3[N:36]=[C:3]2[C@H:2]([OH:1])[CH3:6])[CH2:27][CH2:28]1. (2) The product is: [CH3:17][O:16][C:9]1[CH:10]=[CH:11][C:12]2[N:13]=[C:14]([NH2:15])[C:5]3[N:6]([C:2]([C:24]4[CH:25]=[CH:26][CH:27]=[CH:28][C:23]=4[CH3:22])=[N:3][C:4]=3[CH3:18])[C:7]=2[N:8]=1. Given the reactants Br[C:2]1[N:6]2[C:7]3[C:12]([N:13]=[C:14]([NH2:15])[C:5]2=[C:4]([C:18](F)(F)F)[N:3]=1)=[CH:11][CH:10]=[C:9]([O:16][CH3:17])[N:8]=3.[CH3:22][C:23]1[CH:28]=[CH:27][CH:26]=[CH:25][C:24]=1B(O)O, predict the reaction product.